Predict the reaction yield, written as a fraction of the theoretical maximum amount of product (1.0 means a 100% yield; for example, 0.34 means a 34% yield). From a dataset of Reaction yield outcomes from USPTO patents with 853,638 reactions. (1) The reactants are [O:1]=[C:2]1[NH:7][C:6]2[CH:8]=[C:9]([CH2:12][N:13]3[CH2:18][CH2:17][N:16]([C:19]4[CH:27]=[CH:26][C:22]([C:23](O)=[O:24])=[CH:21][N:20]=4)[CH2:15][CH2:14]3)[CH:10]=[N:11][C:5]=2[N:4]2[CH2:28][CH2:29][CH2:30][C@@H:3]12.[CH:31]1([NH2:34])[CH2:33][CH2:32]1.CCN(C(C)C)C(C)C.CN(C(ON1N=NC2C=CC=NC1=2)=[N+](C)C)C.F[P-](F)(F)(F)(F)F. The catalyst is CN(C=O)C. The product is [CH:31]1([NH:34][C:23](=[O:24])[C:22]2[CH:26]=[CH:27][C:19]([N:16]3[CH2:17][CH2:18][N:13]([CH2:12][C:9]4[CH:10]=[N:11][C:5]5[N:4]6[CH2:28][CH2:29][CH2:30][C@H:3]6[C:2](=[O:1])[NH:7][C:6]=5[CH:8]=4)[CH2:14][CH2:15]3)=[N:20][CH:21]=2)[CH2:33][CH2:32]1. The yield is 0.737. (2) The reactants are [F:1][C:2]1[C:3]([NH:9][C:10](=[O:12])[CH3:11])=[N:4][C:5]([OH:8])=[N:6][CH:7]=1.[C:13]1([S:19](Cl)(=[O:21])=[O:20])[CH:18]=[CH:17][CH:16]=[CH:15][CH:14]=1. The catalyst is N1C=CC=CC=1. The product is [C:10]([NH:9][C:3]1[C:2]([F:1])=[CH:7][N:6]=[C:5]([O:8][S:19]([C:13]2[CH:18]=[CH:17][CH:16]=[CH:15][CH:14]=2)(=[O:21])=[O:20])[N:4]=1)(=[O:12])[CH3:11]. The yield is 0.490. (3) The reactants are [CH:1]1([C:4]2[N:8]([CH2:9][C:10]3[C:15]([F:16])=[CH:14][C:13]([O:17][CH2:18][CH3:19])=[CH:12][C:11]=3[F:20])[N:7]=[C:6]([C:21]3[N:26]=[C:25]([NH:27][C:28]4[C:33]([C:34]([OH:36])=O)=[CH:32][N:31]=[CH:30][CH:29]=4)[C:24]([O:37][CH3:38])=[CH:23][N:22]=3)[C:5]=2[CH3:39])[CH2:3][CH2:2]1.[NH2:40][CH2:41][CH2:42][S:43]([CH3:46])(=[O:45])=[O:44].C(N(CC)C(C)C)(C)C.F[P-](F)(F)(F)(F)F.N1(O[P+](N2CCCC2)(N2CCCC2)N2CCCC2)C2C=CC=CC=2N=N1. The catalyst is CN(C=O)C.O. The product is [CH:1]1([C:4]2[N:8]([CH2:9][C:10]3[C:11]([F:20])=[CH:12][C:13]([O:17][CH2:18][CH3:19])=[CH:14][C:15]=3[F:16])[N:7]=[C:6]([C:21]3[N:26]=[C:25]([NH:27][C:28]4[C:33]([C:34]([NH:40][CH2:41][CH2:42][S:43]([CH3:46])(=[O:45])=[O:44])=[O:36])=[CH:32][N:31]=[CH:30][CH:29]=4)[C:24]([O:37][CH3:38])=[CH:23][N:22]=3)[C:5]=2[CH3:39])[CH2:2][CH2:3]1. The yield is 0.220. (4) The reactants are [N:1]1[CH:6]=[CH:5][C:4]([C:7]2[CH:11]=[C:10]([CH2:12]O)[NH:9][N:8]=2)=[CH:3][CH:2]=1.[BrH:14].CC(O)=O. The catalyst is CO. The product is [Br:14][CH2:12][C:10]1[NH:9][N:8]=[C:7]([C:4]2[CH:5]=[CH:6][N:1]=[CH:2][CH:3]=2)[CH:11]=1. The yield is 0.810. (5) The reactants are C(OC([N:8]1[C:13]2[CH:14]=[C:15]([Cl:18])[CH:16]=[CH:17][C:12]=2[O:11][CH:10]([C:19]([N:21]2[CH2:26][CH2:25][N:24]([CH2:27][C:28]3[CH:33]=[CH:32][C:31]([F:34])=[CH:30][CH:29]=3)[CH2:23][C@H:22]2[CH3:35])=[O:20])[CH2:9]1)=O)(C)(C)C.FC(F)(F)C(O)=O. The catalyst is C(Cl)Cl. The product is [Cl:18][C:15]1[CH:16]=[CH:17][C:12]2[O:11][CH:10]([C:19]([N:21]3[CH2:26][CH2:25][N:24]([CH2:27][C:28]4[CH:33]=[CH:32][C:31]([F:34])=[CH:30][CH:29]=4)[CH2:23][C@H:22]3[CH3:35])=[O:20])[CH2:9][NH:8][C:13]=2[CH:14]=1. The yield is 0.750.